From a dataset of Peptide-MHC class I binding affinity with 185,985 pairs from IEDB/IMGT. Regression. Given a peptide amino acid sequence and an MHC pseudo amino acid sequence, predict their binding affinity value. This is MHC class I binding data. The peptide sequence is ECYVQRFFLR. The MHC is HLA-A31:01 with pseudo-sequence HLA-A31:01. The binding affinity (normalized) is 0.834.